This data is from Full USPTO retrosynthesis dataset with 1.9M reactions from patents (1976-2016). The task is: Predict the reactants needed to synthesize the given product. The reactants are: [F:1][C:2]1([F:29])[CH2:7][CH2:6][CH:5]([CH2:8][NH:9][C:10]([C:12]2[C:13]3[CH:14]=[CH:15][C:16]([CH:23]4[CH2:27][CH2:26][C:25](=O)[CH2:24]4)=[N:17][C:18]=3[CH:19]=[CH:20][C:21]=2[Cl:22])=[O:11])[CH2:4][CH2:3]1.Cl.[NH:31]1[CH2:34][CH2:33][CH2:32]1. Given the product [F:1][C:2]1([F:29])[CH2:7][CH2:6][CH:5]([CH2:8][NH:9][C:10]([C:12]2[C:13]3[CH:14]=[CH:15][C:16]([CH:23]4[CH2:27][CH2:26][CH:25]([N:31]5[CH2:34][CH2:33][CH2:32]5)[CH2:24]4)=[N:17][C:18]=3[CH:19]=[CH:20][C:21]=2[Cl:22])=[O:11])[CH2:4][CH2:3]1, predict the reactants needed to synthesize it.